This data is from Forward reaction prediction with 1.9M reactions from USPTO patents (1976-2016). The task is: Predict the product of the given reaction. (1) The product is: [C:29]([O:31][CH2:32][CH3:33])(=[O:30])[C:28]1[CH:34]=[CH:24][CH:25]=[C:26]([C:35]([O:37][CH2:38][CH3:39])=[O:36])[CH:27]=1. Given the reactants BrCCCCCCOC1C=CC(C2C=CC(C#N)=CC=2)=CC=1.O[C:24]1[CH:25]=[C:26]([C:35]([O:37][CH2:38][CH3:39])=[O:36])[CH:27]=[C:28]([CH:34]=1)[C:29]([O:31][CH2:32][CH3:33])=[O:30].CC(C)=O, predict the reaction product. (2) Given the reactants [F:1][C:2]1[CH:7]=[CH:6][NH:5][C:4](=[O:8])[CH:3]=1.Br[CH2:10][CH:11]1[CH2:16][CH2:15][N:14]([C:17]([O:19][C:20]([CH3:23])([CH3:22])[CH3:21])=[O:18])[CH2:13][CH2:12]1.C(=O)([O-])[O-].[K+].[K+], predict the reaction product. The product is: [F:1][C:2]1[CH:7]=[CH:6][N:5]([CH2:10][CH:11]2[CH2:16][CH2:15][N:14]([C:17]([O:19][C:20]([CH3:21])([CH3:23])[CH3:22])=[O:18])[CH2:13][CH2:12]2)[C:4](=[O:8])[CH:3]=1. (3) Given the reactants F[B-](F)(F)F.N1(O[C:16](=[N+](C)C)[N:17](C)[CH3:18])C2C=CC=CC=2N=N1.[OH:23][C:24]([CH3:57])([CH3:56])[CH2:25][C@@:26]1([C:50]2[CH:55]=[CH:54][CH:53]=[CH:52][CH:51]=2)[O:31][C:30](=[O:32])[N:29]([C@H:33]([C:35]2[CH:40]=[CH:39][C:38]([C:41]3[N:46]=[N:45][C:44]([C:47](O)=[O:48])=[CH:43][CH:42]=3)=[CH:37][CH:36]=2)[CH3:34])[CH2:28][CH2:27]1.C(N(C(C)C)C(C)C)C.CNC, predict the reaction product. The product is: [CH3:16][N:17]([CH3:18])[C:47]([C:44]1[N:45]=[N:46][C:41]([C:38]2[CH:37]=[CH:36][C:35]([C@@H:33]([N:29]3[CH2:28][CH2:27][C@:26]([CH2:25][C:24]([OH:23])([CH3:56])[CH3:57])([C:50]4[CH:51]=[CH:52][CH:53]=[CH:54][CH:55]=4)[O:31][C:30]3=[O:32])[CH3:34])=[CH:40][CH:39]=2)=[CH:42][CH:43]=1)=[O:48]. (4) Given the reactants [C:1]([NH:8][CH2:9][CH2:10]Br)([O:3][C:4]([CH3:7])([CH3:6])[CH3:5])=[O:2].[Cl:12][C:13]1[CH:14]=[C:15]([OH:34])[CH:16]=[CH:17][C:18]=1[CH:19]([CH3:33])[C:20]([OH:32])([C:25]1[CH:30]=[N:29][C:28]([CH3:31])=[CH:27][N:26]=1)[C:21]([F:24])([F:23])[F:22], predict the reaction product. The product is: [C:4]([O:3][C:1](=[O:2])[NH:8][CH2:9][CH2:10][O:34][C:15]1[CH:16]=[CH:17][C:18]([CH:19]([CH3:33])[C:20]([OH:32])([C:25]2[CH:30]=[N:29][C:28]([CH3:31])=[CH:27][N:26]=2)[C:21]([F:22])([F:23])[F:24])=[C:13]([Cl:12])[CH:14]=1)([CH3:7])([CH3:6])[CH3:5]. (5) Given the reactants [Cl:1][C:2]1[S:6][C:5]([S:7]([NH:10][C:11]2[CH:19]=[CH:18][C:14]([C:15]([OH:17])=[O:16])=[C:13]([OH:20])[CH:12]=2)(=[O:9])=[O:8])=[CH:4][C:3]=1[C:21]1[CH:26]=[CH:25][CH:24]=[C:23]([F:27])[CH:22]=1.[O:28]([CH2:35][CH2:36]O)[C:29]1[CH:34]=[CH:33][CH:32]=[CH:31][CH:30]=1, predict the reaction product. The product is: [Cl:1][C:2]1[S:6][C:5]([S:7]([NH:10][C:11]2[CH:19]=[CH:18][C:14]([C:15]([O:17][CH2:36][CH2:35][O:28][C:29]3[CH:34]=[CH:33][CH:32]=[CH:31][CH:30]=3)=[O:16])=[C:13]([OH:20])[CH:12]=2)(=[O:8])=[O:9])=[CH:4][C:3]=1[C:21]1[CH:26]=[CH:25][CH:24]=[C:23]([F:27])[CH:22]=1. (6) Given the reactants C(OC([N:8]1[CH2:14][CH2:13][CH2:12][N:11]([C:15]2[N:19]([CH2:20][C:21]([F:24])([F:23])[F:22])[C:18]3[CH:25]=[CH:26][CH:27]=[CH:28][C:17]=3[N:16]=2)[CH2:10][CH2:9]1)=O)(C)(C)C.[IH:29], predict the reaction product. The product is: [IH:29].[IH:29].[N:11]1([C:15]2[N:19]([CH2:20][C:21]([F:24])([F:22])[F:23])[C:18]3[CH:25]=[CH:26][CH:27]=[CH:28][C:17]=3[N:16]=2)[CH2:12][CH2:13][CH2:14][NH:8][CH2:9][CH2:10]1.